From a dataset of Reaction yield outcomes from USPTO patents with 853,638 reactions. Predict the reaction yield, written as a fraction of the theoretical maximum amount of product (1.0 means a 100% yield; for example, 0.34 means a 34% yield). (1) The reactants are [N:1](C(OCC)=O)=NC(OCC)=O.[CH3:13][O:14][CH2:15][O:16][C:17]1[CH:24]=[CH:23][C:20]([CH2:21][OH:22])=[CH:19][CH:18]=1.ON1C(=O)C2=CC=CC=C2C1=O.C1(P(C2C=CC=CC=2)C2C=CC=CC=2)C=CC=CC=1. The catalyst is O1CCCC1. The product is [CH3:13][O:14][CH2:15][O:16][C:17]1[CH:24]=[CH:23][C:20]([CH2:21][O:22][NH2:1])=[CH:19][CH:18]=1. The yield is 0.580. (2) The reactants are [CH3:1][CH2:2][C:3]1[CH:4]=[CH:5][CH:6]=[C:7]2[C:11]3[CH2:12][CH2:13][O:14][C:15]([CH2:18][C:19](O)=[O:20])([CH2:16][CH3:17])[C:10]=3[NH:9][C:8]=12.[H-].[H-].[H-].[H-].[Li+].[Al+3]. The catalyst is C1COCC1. The product is [CH2:16]([C:15]1([CH2:18][CH2:19][OH:20])[C:10]2[NH:9][C:8]3[C:7]([C:11]=2[CH2:12][CH2:13][O:14]1)=[CH:6][CH:5]=[CH:4][C:3]=3[CH2:2][CH3:1])[CH3:17]. The yield is 0.980. (3) The yield is 0.280. The product is [CH3:7][C:8]1[C:16]2[C:11](=[CH:12][C:13]([NH:17][C:19]3[N:20]=[C:21]([N:28]4[CH2:33][CH2:32][CH:31]([C:34]#[N:35])[CH2:30][CH2:29]4)[C:22]4[O:27][CH:26]=[CH:25][C:23]=4[N:24]=3)=[CH:14][CH:15]=2)[NH:10][N:9]=1. The catalyst is O1CCOCC1.C1C=CC(/C=C/C(/C=C/C2C=CC=CC=2)=O)=CC=1.C1C=CC(/C=C/C(/C=C/C2C=CC=CC=2)=O)=CC=1.C1C=CC(/C=C/C(/C=C/C2C=CC=CC=2)=O)=CC=1.[Pd].[Pd]. The reactants are C([O-])([O-])=O.[K+].[K+].[CH3:7][C:8]1[C:16]2[C:11](=[CH:12][C:13]([NH2:17])=[CH:14][CH:15]=2)[NH:10][N:9]=1.Cl[C:19]1[N:20]=[C:21]([N:28]2[CH2:33][CH2:32][CH:31]([C:34]#[N:35])[CH2:30][CH2:29]2)[C:22]2[O:27][CH:26]=[CH:25][C:23]=2[N:24]=1.CC(C1C=C(C(C)C)C(C2C=CC=CC=2P(C2CCCCC2)C2CCCCC2)=C(C(C)C)C=1)C. (4) The reactants are Br[C:2]1[CH2:6][CH2:5][C:4](=[O:7])[C:3]=1[CH3:8].[CH3:9][O:10][C:11]1[N:16]=[CH:15][C:14](B(O)O)=[CH:13][CH:12]=1. No catalyst specified. The product is [CH3:9][O:10][C:11]1[N:16]=[CH:15][C:14]([C:2]2[CH2:6][CH2:5][C:4](=[O:7])[C:3]=2[CH3:8])=[CH:13][CH:12]=1. The yield is 0.920.